From a dataset of Peptide-MHC class I binding affinity with 185,985 pairs from IEDB/IMGT. Regression. Given a peptide amino acid sequence and an MHC pseudo amino acid sequence, predict their binding affinity value. This is MHC class I binding data. (1) The peptide sequence is ELVNQIIEQL. The MHC is HLA-A26:01 with pseudo-sequence HLA-A26:01. The binding affinity (normalized) is 0. (2) The peptide sequence is MEFWLVAAL. The MHC is HLA-B58:01 with pseudo-sequence HLA-B58:01. The binding affinity (normalized) is 0.0847. (3) The peptide sequence is KTLKGGWFF. The MHC is HLA-B39:01 with pseudo-sequence HLA-B39:01. The binding affinity (normalized) is 0.0847. (4) The peptide sequence is CLPAAPDGI. The MHC is HLA-A24:02 with pseudo-sequence HLA-A24:02. The binding affinity (normalized) is 0.0268. (5) The peptide sequence is VSGKLIHEW. The MHC is HLA-B57:01 with pseudo-sequence HLA-B57:01. The binding affinity (normalized) is 0.708.